The task is: Predict which catalyst facilitates the given reaction.. This data is from Catalyst prediction with 721,799 reactions and 888 catalyst types from USPTO. (1) Reactant: [CH3:1][O:2][C:3]([C:5]1[C:6]([C:12]2[CH:17]=[CH:16][C:15]([C@H:18]([NH:20][C:21]([C:23]3([NH:27]C(OCC4C5C=CC=CC=5C5C4=CC=CC=5)=O)[CH2:26][O:25][CH2:24]3)=[O:22])[CH3:19])=[C:14]([F:45])[CH:13]=2)=[CH:7][CH:8]=[CH:9][C:10]=1[Cl:11])=[O:4].N1CCCCC1. Product: [CH3:1][O:2][C:3]([C:5]1[C:6]([C:12]2[CH:17]=[CH:16][C:15]([C@H:18]([NH:20][C:21]([C:23]3([NH2:27])[CH2:24][O:25][CH2:26]3)=[O:22])[CH3:19])=[C:14]([F:45])[CH:13]=2)=[CH:7][CH:8]=[CH:9][C:10]=1[Cl:11])=[O:4]. The catalyst class is: 3. (2) Reactant: [F:1][C:2]1[CH:7]=[C:6]([F:8])[CH:5]=[CH:4][C:3]=1[C:9]([OH:33])([CH2:27][N:28]1[CH:32]=[N:31][N:30]=[N:29]1)[C:10]([F:26])([F:25])[C:11]1[CH:16]=[CH:15][C:14]([C:17]2[CH:18]=[N:19][C:20](OC)=[N:21][CH:22]=2)=[CH:13][N:12]=1.P(Cl)(Cl)([Cl:36])=O. Product: [Cl:36][C:20]1[N:19]=[CH:18][C:17]([C:14]2[CH:15]=[CH:16][C:11]([C:10]([F:26])([F:25])[C:9]([C:3]3[CH:4]=[CH:5][C:6]([F:8])=[CH:7][C:2]=3[F:1])([OH:33])[CH2:27][N:28]3[CH:32]=[N:31][N:30]=[N:29]3)=[N:12][CH:13]=2)=[CH:22][N:21]=1. The catalyst class is: 3. (3) Reactant: Cl.[CH3:2][CH:3]([CH2:7][CH2:8][N:9]1[CH2:13][CH2:12][CH2:11][CH2:10]1)[C:4]([OH:6])=O.C(Cl)(=O)C(Cl)=O.C(OC([N:27]1[C:31]([NH2:32])=[CH:30][C:29]([C:33]2[CH:34]=[C:35]3[C:40](=[CH:41][CH:42]=2)[N:39]=[CH:38][CH:37]=[CH:36]3)=[N:28]1)=O)(C)(C)C.Cl. Product: [CH3:2][CH:3]([CH2:7][CH2:8][N:9]1[CH2:13][CH2:12][CH2:11][CH2:10]1)[C:4]([NH:32][C:31]1[NH:27][N:28]=[C:29]([C:33]2[CH:34]=[C:35]3[C:40](=[CH:41][CH:42]=2)[N:39]=[CH:38][CH:37]=[CH:36]3)[CH:30]=1)=[O:6]. The catalyst class is: 705. (4) Reactant: Cl[C:2]1[N:7]=[C:6]([C:8]2[C:17]3[CH2:16][CH2:15][CH2:14][CH2:13][C:12]=3[N:11]=[C:10]([O:18][CH2:19][C:20]3[CH:25]=[CH:24][CH:23]=[CH:22][N:21]=3)[CH:9]=2)[CH:5]=[N:4][CH:3]=1.[F-:26].[Cs+].O1CCOCCOCCOCCOCCOCC1.CC#N. Product: [F:26][C:2]1[N:7]=[C:6]([C:8]2[C:17]3[CH2:16][CH2:15][CH2:14][CH2:13][C:12]=3[N:11]=[C:10]([O:18][CH2:19][C:20]3[CH:25]=[CH:24][CH:23]=[CH:22][N:21]=3)[CH:9]=2)[CH:5]=[N:4][CH:3]=1. The catalyst class is: 84. (5) Reactant: [OH:1][C:2]1[CH:3]=[C:4]2[C:9](=[CH:10][CH:11]=1)[N:8]=[CH:7][CH:6]=[CH:5]2.[NH2:12][C:13]1[N:18]=[C:17](Cl)[CH:16]=[C:15]([Cl:20])[N:14]=1.[OH-].[Na+]. Product: [Cl:20][C:15]1[CH:16]=[C:17]([O:1][C:2]2[CH:3]=[C:4]3[C:9](=[CH:10][CH:11]=2)[N:8]=[CH:7][CH:6]=[CH:5]3)[N:18]=[C:13]([NH2:12])[N:14]=1. The catalyst class is: 283. (6) Reactant: [CH3:1][C:2]([N:6]1[Si:10]([CH3:12])([CH3:11])[CH2:9][CH2:8][Si:7]1([CH3:14])[CH3:13])([CH3:5])[C:3]#[CH:4].[CH2:15]([Li])CCC.[OH2:20]. Product: [OH:20][CH2:15][C:4]#[C:3][C:2]([N:6]1[Si:7]([CH3:14])([CH3:13])[CH2:8][CH2:9][Si:10]1([CH3:11])[CH3:12])([CH3:1])[CH3:5]. The catalyst class is: 7. (7) Reactant: [C:1]([C:3]1[CH:4]=[C:5]([N:9]=[C:10]=[O:11])[CH:6]=[CH:7][CH:8]=1)#[N:2].Cl.[NH2:13][CH2:14][C:15]1[CH:23]=[CH:22][CH:21]=[C:20]2[C:16]=1[CH2:17][N:18]([CH:25]1[CH2:30][CH2:29][C:28](=[O:31])[NH:27][C:26]1=[O:32])[C:19]2=[O:24].C(N(CC)CC)C. Product: [C:1]([C:3]1[CH:4]=[C:5]([NH:9][C:10]([NH:13][CH2:14][C:15]2[CH:23]=[CH:22][CH:21]=[C:20]3[C:16]=2[CH2:17][N:18]([CH:25]2[CH2:30][CH2:29][C:28](=[O:31])[NH:27][C:26]2=[O:32])[C:19]3=[O:24])=[O:11])[CH:6]=[CH:7][CH:8]=1)#[N:2]. The catalyst class is: 1. (8) Reactant: [Cl:1][C:2]1[CH:7]=[C:6]([CH2:8]I)[CH:5]=[CH:4][C:3]=1[C:10]1[N:14]=[C:13]([C:15]2[N:16]=[C:17]3[C:22]([Cl:23])=[CH:21][C:20]([C:24]([F:27])([F:26])[F:25])=[CH:19][N:18]3[CH:28]=2)[O:12][N:11]=1.[CH3:29][S-:30].[Na+]. Product: [Cl:1][C:2]1[CH:7]=[C:6]([CH2:8][S:30][CH3:29])[CH:5]=[CH:4][C:3]=1[C:10]1[N:14]=[C:13]([C:15]2[N:16]=[C:17]3[C:22]([Cl:23])=[CH:21][C:20]([C:24]([F:27])([F:26])[F:25])=[CH:19][N:18]3[CH:28]=2)[O:12][N:11]=1. The catalyst class is: 1.